Dataset: P-glycoprotein inhibition data for predicting drug efflux from Broccatelli et al.. Task: Regression/Classification. Given a drug SMILES string, predict its absorption, distribution, metabolism, or excretion properties. Task type varies by dataset: regression for continuous measurements (e.g., permeability, clearance, half-life) or binary classification for categorical outcomes (e.g., BBB penetration, CYP inhibition). Dataset: pgp_broccatelli. The molecule is O=C1CC[C@@]2(O)[C@@H]3Cc4ccc(O)c5c4[C@]2(CCN3CC2CC2)[C@H]1O5. The result is 0 (non-inhibitor).